Dataset: Full USPTO retrosynthesis dataset with 1.9M reactions from patents (1976-2016). Task: Predict the reactants needed to synthesize the given product. (1) Given the product [C:15]([N:6]1[C:5]2[CH:4]=[CH:3][C:2]([Br:1])=[CH:14][C:13]=2[C:12]2[C:7]1=[CH:8][CH:9]=[CH:10][CH:11]=2)(=[O:17])[CH3:16], predict the reactants needed to synthesize it. The reactants are: [Br:1][C:2]1[CH:3]=[CH:4][C:5]2[NH:6][C:7]3[C:12]([C:13]=2[CH:14]=1)=[CH:11][CH:10]=[CH:9][CH:8]=3.[C:15](OC(=O)C)(=[O:17])[CH3:16].S(=O)(=O)(O)O. (2) Given the product [C:27]([O:26][C:24]([N:18]1[CH2:23][CH2:22][N:21]([C:14]2[CH:15]=[CH:16][C:11]([C:8]3([C:6]([O:5][C:1]([CH3:4])([CH3:3])[CH3:2])=[O:7])[CH2:10][CH2:9]3)=[CH:12][CH:13]=2)[CH2:20][CH2:19]1)=[O:25])([CH3:30])([CH3:28])[CH3:29], predict the reactants needed to synthesize it. The reactants are: [C:1]([O:5][C:6]([C:8]1([C:11]2[CH:16]=[CH:15][C:14](Br)=[CH:13][CH:12]=2)[CH2:10][CH2:9]1)=[O:7])([CH3:4])([CH3:3])[CH3:2].[N:18]1([C:24]([O:26][C:27]([CH3:30])([CH3:29])[CH3:28])=[O:25])[CH2:23][CH2:22][NH:21][CH2:20][CH2:19]1.CCC([O-])(C)C.[Na+].ClCCl.C1(C)C=CC=CC=1. (3) The reactants are: [NH2:1][C@H:2]([C:10]([OH:12])=[O:11])[CH2:3][C:4]1[CH:9]=[CH:8][CH:7]=[CH:6][CH:5]=1.[OH-].[Na+].[CH2:15]([O:19][C:20](Cl)=[O:21])[CH:16]([CH3:18])[CH3:17].Cl. Given the product [CH2:15]([O:19][C:20]([NH:1][CH:2]([CH2:3][C:4]1[CH:9]=[CH:8][CH:7]=[CH:6][CH:5]=1)[C:10]([OH:12])=[O:11])=[O:21])[CH:16]([CH3:18])[CH3:17], predict the reactants needed to synthesize it. (4) Given the product [C:1]([C:5]1[N:10]=[CH:9][C:8]([C:11]2[N:12]([C:32]([N:38]3[CH2:43][CH2:42][CH:41]([CH2:44][CH2:45][C:46]([OH:48])=[O:47])[CH2:40][CH2:39]3)=[O:33])[C@@:13]([C:25]3[CH:30]=[CH:29][C:28]([Cl:31])=[CH:27][CH:26]=3)([CH3:24])[C@@:14]([C:17]3[CH:22]=[CH:21][C:20]([Cl:23])=[CH:19][CH:18]=3)([CH3:16])[N:15]=2)=[C:7]([O:35][CH2:36][CH3:37])[CH:6]=1)([CH3:3])([CH3:2])[CH3:4], predict the reactants needed to synthesize it. The reactants are: [C:1]([C:5]1[N:10]=[CH:9][C:8]([C:11]2[N:12]([C:32](Cl)=[O:33])[C@@:13]([C:25]3[CH:30]=[CH:29][C:28]([Cl:31])=[CH:27][CH:26]=3)([CH3:24])[C@@:14]([C:17]3[CH:22]=[CH:21][C:20]([Cl:23])=[CH:19][CH:18]=3)([CH3:16])[N:15]=2)=[C:7]([O:35][CH2:36][CH3:37])[CH:6]=1)([CH3:4])([CH3:3])[CH3:2].[NH:38]1[CH2:43][CH2:42][CH:41]([CH2:44][CH2:45][C:46]([OH:48])=[O:47])[CH2:40][CH2:39]1. (5) Given the product [OH:4][CH2:5][C:6]([N:8]([CH2:22][C:23]1[CH:28]=[CH:27][CH:26]=[CH:25][C:24]=1[O:29][CH3:30])[C:9]1[CH:14]=[CH:13][CH:12]=[CH:11][C:10]=1[O:15][C:16]1[CH:21]=[CH:20][CH:19]=[CH:18][CH:17]=1)=[O:7], predict the reactants needed to synthesize it. The reactants are: C([O:4][CH2:5][C:6]([N:8]([CH2:22][C:23]1[CH:28]=[CH:27][CH:26]=[CH:25][C:24]=1[O:29][CH3:30])[C:9]1[CH:14]=[CH:13][CH:12]=[CH:11][C:10]=1[O:15][C:16]1[CH:21]=[CH:20][CH:19]=[CH:18][CH:17]=1)=[O:7])(=O)C.C(=O)([O-])[O-].[K+].[K+].O. (6) Given the product [CH2:7]([O:6][P:4]([CH2:9][C:10]([O:12][CH2:44][CH2:43][O:42][CH2:41][C:20]1[CH:19]=[C:18]([Br:17])[CH:23]=[CH:22][C:21]=1[NH:24][C:25]1[CH:30]=[CH:29][C:28]([C:31]([C:33]2[CH:38]=[CH:37][CH:36]=[CH:35][C:34]=2[CH3:39])=[O:32])=[C:27]([Cl:40])[CH:26]=1)=[O:11])([O:3][CH2:1][CH3:2])=[O:5])[CH3:8], predict the reactants needed to synthesize it. The reactants are: [CH2:1]([O:3][P:4]([CH2:9][C:10]([OH:12])=[O:11])([O:6][CH2:7][CH3:8])=[O:5])[CH3:2].S(Cl)(Cl)=O.[Br:17][C:18]1[CH:23]=[CH:22][C:21]([NH:24][C:25]2[CH:30]=[CH:29][C:28]([C:31]([C:33]3[CH:38]=[CH:37][CH:36]=[CH:35][C:34]=3[CH3:39])=[O:32])=[C:27]([Cl:40])[CH:26]=2)=[C:20]([CH2:41][O:42][CH2:43][CH2:44]O)[CH:19]=1. (7) The reactants are: [CH3:1][C:2]1[CH:7]=[CH:6][N:5]=[C:4]([N:8]2[C:16](=[O:17])[C:15]3[C:10](=[CH:11][CH:12]=[CH:13][CH:14]=3)[C:9]2=[O:18])[CH:3]=1.[Cl:19]N1C(=O)CCC1=O.C(OOC(=O)C1C=CC=CC=1)(=O)C1C=CC=CC=1. Given the product [Cl:19][CH2:1][C:2]1[CH:7]=[CH:6][N:5]=[C:4]([N:8]2[C:9](=[O:18])[C:10]3[C:15](=[CH:14][CH:13]=[CH:12][CH:11]=3)[C:16]2=[O:17])[CH:3]=1, predict the reactants needed to synthesize it. (8) Given the product [NH2:8][C:7]1[C:6]2[CH:5]=[C:4]([CH2:9][C:10]3[CH:15]=[CH:14][CH:13]=[CH:12][C:11]=3[Cl:16])[S:3][C:2]=2[N:1]=[C:49]([C:42]2[N:41]=[C:46]([C:47]#[N:48])[CH:45]=[CH:44][CH:43]=2)[N:50]=1, predict the reactants needed to synthesize it. The reactants are: [NH2:1][C:2]1[S:3][C:4]([CH2:9][C:10]2[CH:15]=[CH:14][CH:13]=[CH:12][C:11]=2[Cl:16])=[CH:5][C:6]=1[C:7]#[N:8].ClC1C=CC=CC=1CC1SC2N=C(C3N=CC=CN=3)N=C(N)C=2C=1.[N:41]1[C:46]([C:47]#[N:48])=[CH:45][CH:44]=[CH:43][C:42]=1[C:49]#[N:50].CC1OC(C#N)=CC=1. (9) Given the product [OH:27][NH:26][C:22]([C:19]1[CH:20]=[CH:21][C:11]2[CH2:10][N:9]([C:7]([CH:4]3[CH2:5][CH2:6][O:1][CH2:2][CH2:3]3)=[O:8])[C:15]3([CH2:14][O:13][C:12]=2[CH:18]=1)[CH2:17][CH2:16]3)=[O:24], predict the reactants needed to synthesize it. The reactants are: [O:1]1[CH2:6][CH2:5][CH:4]([C:7]([N:9]2[C:15]3([CH2:17][CH2:16]3)[CH2:14][O:13][C:12]3[CH:18]=[C:19]([C:22]([O:24]C)=O)[CH:20]=[CH:21][C:11]=3[CH2:10]2)=[O:8])[CH2:3][CH2:2]1.[NH2:26][OH:27].[OH-].[Na+].